From a dataset of Full USPTO retrosynthesis dataset with 1.9M reactions from patents (1976-2016). Predict the reactants needed to synthesize the given product. (1) The reactants are: I[C:2]1[N:11]=[CH:10][C:9]2[C:4](=[CH:5][CH:6]=[C:7]([C:12]3[CH:17]=[CH:16][CH:15]=[CH:14][C:13]=3[CH3:18])[CH:8]=2)[N:3]=1.[NH2:19][C@@H:20]([CH3:37])[CH2:21][C:22]1[CH:23]=[C:24]([CH:34]=[CH:35][CH:36]=1)[CH2:25][NH:26][C:27](=[O:33])[O:28][C:29]([CH3:32])([CH3:31])[CH3:30].C([O-])([O-])=O.[Cs+].[Cs+]. Given the product [C:29]([O:28][C:27](=[O:33])[NH:26][CH2:25][C:24]1[CH:34]=[CH:35][CH:36]=[C:22]([CH2:21][C@@H:20]([NH:19][C:2]2[N:11]=[CH:10][C:9]3[C:4](=[CH:5][CH:6]=[C:7]([C:12]4[CH:17]=[CH:16][CH:15]=[CH:14][C:13]=4[CH3:18])[CH:8]=3)[N:3]=2)[CH3:37])[CH:23]=1)([CH3:31])([CH3:30])[CH3:32], predict the reactants needed to synthesize it. (2) Given the product [Br:1][C:2]1[CH:6]=[CH:5][N:4]([C:7]2[CH:12]=[CH:11][CH:10]=[C:9]([Cl:13])[CH:8]=2)[C:3]=1[CH:27]=[O:28], predict the reactants needed to synthesize it. The reactants are: [Br:1][C:2]1[CH:6]=[CH:5][N:4]([C:7]2[CH:12]=[CH:11][CH:10]=[C:9]([Cl:13])[CH:8]=2)[CH:3]=1.[Li]N1C(C)(C)CCCC1(C)C.CN(C)[CH:27]=[O:28].